This data is from CYP2D6 substrate classification data from Carbon-Mangels et al.. The task is: Regression/Classification. Given a drug SMILES string, predict its absorption, distribution, metabolism, or excretion properties. Task type varies by dataset: regression for continuous measurements (e.g., permeability, clearance, half-life) or binary classification for categorical outcomes (e.g., BBB penetration, CYP inhibition). Dataset: cyp2d6_substrate_carbonmangels. (1) The molecule is Cn1ccnc1S. The result is 0 (non-substrate). (2) The compound is CCN[C@H](C)Cc1cccc(C(F)(F)F)c1. The result is 1 (substrate). (3) The compound is CCOC(=O)[C@H](CCc1ccccc1)N[C@@H](C)C(=O)N(CC(=O)O)C1Cc2ccccc2C1. The result is 0 (non-substrate).